From a dataset of Full USPTO retrosynthesis dataset with 1.9M reactions from patents (1976-2016). Predict the reactants needed to synthesize the given product. (1) Given the product [C:24]([NH:1][C:2]1[CH:7]=[CH:6][C:5]([O:8][CH3:9])=[CH:4][C:3]=1[C:10]#[C:11][C:12]1[CH:21]=[C:20]([O:22][CH3:23])[CH:19]=[CH:18][C:13]=1[C:14]([O:16][CH3:17])=[O:15])(=[O:26])[CH3:25], predict the reactants needed to synthesize it. The reactants are: [NH2:1][C:2]1[CH:7]=[CH:6][C:5]([O:8][CH3:9])=[CH:4][C:3]=1[C:10]#[C:11][C:12]1[CH:21]=[C:20]([O:22][CH3:23])[CH:19]=[CH:18][C:13]=1[C:14]([O:16][CH3:17])=[O:15].[C:24](OC(=O)C)(=[O:26])[CH3:25]. (2) Given the product [NH2:49][CH2:48][CH2:47][O:46][CH2:45][CH2:44][O:43][CH2:42][CH2:41][NH:40][S:37]([C:34]1[CH:33]=[CH:32][C:31]([O:30][C@H:20]2[C:21]3[C:17](=[C:16]([Cl:15])[CH:24]=[C:23]([Cl:25])[CH:22]=3)[CH2:18][C@@H:19]2[N:8]([CH3:9])[CH3:57])=[CH:36][CH:35]=1)(=[O:38])=[O:39], predict the reactants needed to synthesize it. The reactants are: CC(OC(/N=[N:8]/[C:9](OC(C)C)=O)=O)C.[Cl:15][C:16]1[CH:24]=[C:23]([Cl:25])[CH:22]=[C:21]2[C:17]=1[CH2:18][C@@H:19](O)[C@@H:20]2N(C)C.[OH:30][C:31]1[CH:36]=[CH:35][C:34]([S:37]([NH:40][CH2:41][CH2:42][O:43][CH2:44][CH2:45][O:46][CH2:47][CH2:48][NH:49]C(=O)OC(C)(C)C)(=[O:39])=[O:38])=[CH:33][CH:32]=1.[CH:57]1C=CC(P(C2C=CC=CC=2)C2C=CC=CC=2)=CC=1. (3) Given the product [CH2:1]([C:8]1[NH:37][C:11]2[N:12]=[N:13][C:14]([CH2:16][CH2:17][CH2:18][CH2:19][N:20]3[CH:25]=[CH:24][C:23]([NH:26][C:27](=[O:35])[CH2:28][C:29]4[CH:34]=[CH:33][CH:32]=[CH:31][CH:30]=4)=[CH:22][C:21]3=[O:36])=[CH:15][C:10]=2[CH:9]=1)[C:2]1[CH:3]=[CH:4][CH:5]=[CH:6][CH:7]=1, predict the reactants needed to synthesize it. The reactants are: [CH2:1]([C:8]1[NH:37][C:11]2[N:12]=[N:13][C:14]([C:16]#[C:17][CH2:18][CH2:19][N:20]3[CH:25]=[CH:24][C:23]([NH:26][C:27](=[O:35])[CH2:28][C:29]4[CH:34]=[CH:33][CH:32]=[CH:31][CH:30]=4)=[CH:22][C:21]3=[O:36])=[CH:15][C:10]=2[CH:9]=1)[C:2]1[CH:7]=[CH:6][CH:5]=[CH:4][CH:3]=1.CO.